From a dataset of NCI-60 drug combinations with 297,098 pairs across 59 cell lines. Regression. Given two drug SMILES strings and cell line genomic features, predict the synergy score measuring deviation from expected non-interaction effect. Drug 1: CC1=C2C(C(=O)C3(C(CC4C(C3C(C(C2(C)C)(CC1OC(=O)C(C(C5=CC=CC=C5)NC(=O)C6=CC=CC=C6)O)O)OC(=O)C7=CC=CC=C7)(CO4)OC(=O)C)O)C)OC(=O)C. Drug 2: CC12CCC3C(C1CCC2O)C(CC4=C3C=CC(=C4)O)CCCCCCCCCS(=O)CCCC(C(F)(F)F)(F)F. Cell line: 786-0. Synergy scores: CSS=-1.61, Synergy_ZIP=0.498, Synergy_Bliss=-0.324, Synergy_Loewe=-0.600, Synergy_HSA=-1.12.